From a dataset of Reaction yield outcomes from USPTO patents with 853,638 reactions. Predict the reaction yield, written as a fraction of the theoretical maximum amount of product (1.0 means a 100% yield; for example, 0.34 means a 34% yield). (1) The reactants are [O:1]=[O+][O-].CC(C)=[CH:6][CH2:7][C:8]1([C:24]([O:26][CH2:27][CH3:28])=[O:25])[CH2:13][CH2:12][CH2:11][N:10]([C:14]([O:16][CH2:17][C:18]2[CH:23]=[CH:22][CH:21]=[CH:20][CH:19]=2)=[O:15])[CH2:9]1.CSC.C(N(CC)CC)C. The catalyst is C(Cl)Cl. The product is [O:1]=[CH:6][CH2:7][C:8]1([C:24]([O:26][CH2:27][CH3:28])=[O:25])[CH2:13][CH2:12][CH2:11][N:10]([C:14]([O:16][CH2:17][C:18]2[CH:23]=[CH:22][CH:21]=[CH:20][CH:19]=2)=[O:15])[CH2:9]1. The yield is 1.00. (2) The reactants are N12CCCN=C1CCCCC2.Cl.[NH2:13][CH2:14][C:15]1[CH:23]=[CH:22][CH:21]=[C:20]2[C:16]=1[C:17](=[O:33])[N:18]([CH:25]1[CH2:30][CH2:29][C:28](=[O:31])[NH:27][C:26]1=[O:32])[C:19]2=[O:24].[CH:34]1([N:40]=[C:41]=[O:42])[CH2:39][CH2:38][CH2:37][CH2:36][CH2:35]1. The catalyst is CC#N. The product is [O:32]=[C:26]1[CH:25]([N:18]2[C:17](=[O:33])[C:16]3[C:20](=[CH:21][CH:22]=[CH:23][C:15]=3[CH2:14][NH:13][C:41]([NH:40][CH:34]3[CH2:39][CH2:38][CH2:37][CH2:36][CH2:35]3)=[O:42])[C:19]2=[O:24])[CH2:30][CH2:29][C:28](=[O:31])[NH:27]1. The yield is 0.490. (3) The reactants are [CH3:1][C:2]1[O:6][N:5]=[C:4]([C:7]2[CH:12]=[CH:11][CH:10]=[CH:9][CH:8]=2)[C:3]=1[CH2:13][O:14][C:15]1[CH:23]=[CH:22][C:18]([C:19]([OH:21])=O)=[CH:17][N:16]=1.F[B-](F)(F)F.N1(OC(N(C)C)=[N+](C)C)C2C=CC=CC=2N=N1.C(N(CC)C(C)C)(C)C.Cl.[CH2:56]([O:58][C:59](=[O:68])[CH2:60][N:61]1[CH2:66][CH2:65][CH2:64][CH:63]([NH2:67])[CH2:62]1)[CH3:57]. The catalyst is CN(C=O)C. The product is [CH2:56]([O:58][C:59](=[O:68])[CH2:60][N:61]1[CH2:66][CH2:65][CH2:64][CH:63]([NH:67][C:19]([C:18]2[CH:17]=[N:16][C:15]([O:14][CH2:13][C:3]3[C:4]([C:7]4[CH:8]=[CH:9][CH:10]=[CH:11][CH:12]=4)=[N:5][O:6][C:2]=3[CH3:1])=[CH:23][CH:22]=2)=[O:21])[CH2:62]1)[CH3:57]. The yield is 0.810. (4) The yield is 0.440. The reactants are [F:1][C:2]1[CH:3]=[C:4]([CH:8]=[CH:9][C:10]=1[CH3:11])[C:5]([OH:7])=O.[Br:12]Br.[CH:14]1([NH2:17])[CH2:16][CH2:15]1.C1C=CC2N(O)N=NC=2C=1.Cl.CN(C)CCCN=C=NCC.CCN(C(C)C)C(C)C. The catalyst is [Fe].S([O-])([O-])(=O)=S.[Na+].[Na+]. The product is [Br:12][C:9]1[CH:8]=[C:4]([CH:3]=[C:2]([F:1])[C:10]=1[CH3:11])[C:5]([NH:17][CH:14]1[CH2:16][CH2:15]1)=[O:7]. (5) The reactants are [C:1]1([S:7]([C:10]2[CH:11]=[N:12][C:13]3[C:18]([CH:19]=2)=[CH:17][CH:16]=[CH:15][C:14]=3[CH:20]=[CH2:21])(=[O:9])=[O:8])[CH:6]=[CH:5][CH:4]=[CH:3][CH:2]=1.[CH2:22]([N:29]([CH2:35]OC)[CH2:30][Si](C)(C)C)[C:23]1[CH:28]=[CH:27][CH:26]=[CH:25][CH:24]=1.FC(F)(F)C(O)=O. The catalyst is ClCCl. The product is [CH2:22]([N:29]1[CH2:35][CH2:21][CH:20]([C:14]2[CH:15]=[CH:16][CH:17]=[C:18]3[C:13]=2[N:12]=[CH:11][C:10]([S:7]([C:1]2[CH:6]=[CH:5][CH:4]=[CH:3][CH:2]=2)(=[O:8])=[O:9])=[CH:19]3)[CH2:30]1)[C:23]1[CH:28]=[CH:27][CH:26]=[CH:25][CH:24]=1. The yield is 0.330. (6) The reactants are [F:1][C:2]([F:9])([F:8])[C:3](OCC)=O.C[O-].[Na+].[C:13]([C:16]1[C:21](=[O:22])[CH:20]=[CH:19][N:18]([C:23]2[CH:28]=[CH:27][CH:26]=[C:25]([C:29]([F:32])([F:31])[F:30])[CH:24]=2)[N:17]=1)(=O)[CH3:14].[C:33]1([NH:39][NH2:40])[CH:38]=[CH:37][CH:36]=[CH:35][CH:34]=1. The catalyst is C(OC)(C)(C)C.C1COCC1.Cl.CC(O)=O. The product is [C:33]1([N:39]2[C:13]([C:16]3[C:21](=[O:22])[CH:20]=[CH:19][N:18]([C:23]4[CH:28]=[CH:27][CH:26]=[C:25]([C:29]([F:32])([F:31])[F:30])[CH:24]=4)[N:17]=3)=[CH:14][C:3]([C:2]([F:1])([F:8])[F:9])=[N:40]2)[CH:38]=[CH:37][CH:36]=[CH:35][CH:34]=1. The yield is 0.0200. (7) The reactants are [OH:1][C:2]1[C:10]([CH:11]=[O:12])=[CH:9][CH:8]=[C:7]2[C:3]=1[CH2:4][CH2:5][CH2:6]2.[C:13](=O)([O-])[O-].[K+].[K+].CI.O. The catalyst is CN(C)C=O. The product is [CH3:13][O:1][C:2]1[C:10]([CH:11]=[O:12])=[CH:9][CH:8]=[C:7]2[C:3]=1[CH2:4][CH2:5][CH2:6]2. The yield is 0.530. (8) The reactants are [Br:1][C:2]1[CH:3]=[C:4]2[C:8](=[CH:9][CH:10]=1)[N:7]([S:11]([C:14]1[C:23]3[C:18](=[CH:19][CH:20]=[CH:21][CH:22]=3)[C:17]([O:24][CH3:25])=[C:16]([N:26]3[CH2:31][CH2:30][N:29](C(=O)C(Cl)(Cl)Cl)[CH2:28][CH2:27]3)[CH:15]=1)(=[O:13])=[O:12])[CH:6]=[C:5]2[CH:38]([F:40])[F:39].[OH-].[K+]. The catalyst is C1COCC1. The product is [Br:1][C:2]1[CH:3]=[C:4]2[C:8](=[CH:9][CH:10]=1)[N:7]([S:11]([C:14]1[C:23]3[C:18](=[CH:19][CH:20]=[CH:21][CH:22]=3)[C:17]([O:24][CH3:25])=[C:16]([N:26]3[CH2:31][CH2:30][NH:29][CH2:28][CH2:27]3)[CH:15]=1)(=[O:13])=[O:12])[CH:6]=[C:5]2[CH:38]([F:39])[F:40]. The yield is 0.720. (9) The reactants are Br[CH:2]1[CH2:6][CH2:5][CH2:4][C:3]1=O.[NH2:8][C:9]([NH2:11])=[S:10].C(=O)(O)[O-].[Na+]. The catalyst is C(O)C. The product is [S:10]1[C:3]2[CH2:4][CH2:5][CH2:6][C:2]=2[N:8]=[C:9]1[NH2:11]. The yield is 0.420. (10) The reactants are [Cl:1][C:2]1[CH:24]=[C:23]([C:25]([NH:27][CH2:28][C:29]2[CH:34]=[C:33]([OH:35])[CH:32]=[C:31]([OH:36])[CH:30]=2)=[O:26])[CH:22]=[CH:21][C:3]=1[C:4]([NH:6][C@H:7]([C:17]([O:19]C)=[O:18])[CH2:8][NH:9][C:10]([C:12]1[S:13][CH:14]=[CH:15][CH:16]=1)=[O:11])=[O:5].O.[OH-].[Li+].O. The catalyst is O1CCCC1.CO. The product is [Cl:1][C:2]1[CH:24]=[C:23]([C:25]([NH:27][CH2:28][C:29]2[CH:34]=[C:33]([OH:35])[CH:32]=[C:31]([OH:36])[CH:30]=2)=[O:26])[CH:22]=[CH:21][C:3]=1[C:4]([NH:6][C@H:7]([C:17]([OH:19])=[O:18])[CH2:8][NH:9][C:10]([C:12]1[S:13][CH:14]=[CH:15][CH:16]=1)=[O:11])=[O:5]. The yield is 0.260.